Predict the reactants needed to synthesize the given product. From a dataset of Full USPTO retrosynthesis dataset with 1.9M reactions from patents (1976-2016). (1) Given the product [CH3:20][O:19][C:14]1[CH:13]=[CH:12][C:11]2[C:16](=[CH:17][CH:18]=[C:9]3[C:4]4[CH:5]=[CH:6][CH:7]=[CH:8][C:3]=4[CH2:2][O:22][CH:21]([C:23]4[CH:24]=[CH:25][C:26]([O:29][CH2:30][CH2:31][N:32]5[CH2:33][CH2:34][CH2:35][CH2:36][CH2:37]5)=[CH:27][CH:28]=4)[C:10]3=2)[CH:15]=1, predict the reactants needed to synthesize it. The reactants are: O[CH2:2][C:3]1[CH:8]=[CH:7][CH:6]=[CH:5][C:4]=1[C:9]1[CH:18]=[CH:17][C:16]2[C:11](=[CH:12][CH:13]=[C:14]([O:19][CH3:20])[CH:15]=2)[C:10]=1[CH:21]([C:23]1[CH:28]=[CH:27][C:26]([O:29][CH2:30][CH2:31][N:32]2[CH2:37][CH2:36][CH2:35][CH2:34][CH2:33]2)=[CH:25][CH:24]=1)[OH:22]. (2) Given the product [CH3:60][O:56][C:54]([C@:5]12[CH2:34][CH2:33][C@@H:32]([C:35]([CH3:37])=[CH2:36])[C@@H:6]1[C@@H:7]1[C@@:2]([CH3:1])([CH2:3][CH2:4]2)[C@@:19]2([CH3:20])[CH:10]([C@:11]3([CH3:31])[C@@H:16]([CH2:17][CH2:18]2)[C:15]([CH3:21])([CH3:22])[C:14]([C:45]2[CH:46]=[C:47]([CH:51]=[CH:52][CH:53]=2)[C:48]([OH:50])=[O:49])=[CH:13][CH2:12]3)[CH2:9][CH2:8]1)=[O:57], predict the reactants needed to synthesize it. The reactants are: [CH3:1][C@:2]12[C@@:19]3([CH3:20])[CH:10]([C@:11]4([CH3:31])[C@@H:16]([CH2:17][CH2:18]3)[C:15]([CH3:22])([CH3:21])[C:14](OS(C(F)(F)F)(=O)=O)=[CH:13][CH2:12]4)[CH2:9][CH2:8][C@@H:7]1[C@H:6]1[C@H:32]([C:35]([CH3:37])=[CH2:36])[CH2:33][CH2:34][C@:5]1(C(OC)=O)[CH2:4][CH2:3]2.B([C:45]1[CH:46]=[C:47]([CH:51]=[CH:52][CH:53]=1)[C:48]([OH:50])=[O:49])(O)O.[C:54](=[O:57])([O-:56])[O-].[Na+].[Na+].[CH3:60]OCCOC. (3) Given the product [NH:6]1[C:14]2[CH:13]=[C:12]([N:15]([C:21]([CH3:28])([CH2:23][C:24]([CH3:27])([CH3:26])[CH3:25])[CH3:22])[C:16]([CH:18]3[CH2:19][CH2:20]3)=[O:17])[N:11]=[CH:10][C:9]=2[CH:8]=[CH:7]1, predict the reactants needed to synthesize it. The reactants are: C1(C([N:6]2[C:14]3[CH:13]=[C:12]([N:15]([C:21]([CH3:28])([CH2:23][C:24]([CH3:27])([CH3:26])[CH3:25])[CH3:22])[C:16]([CH:18]4[CH2:20][CH2:19]4)=[O:17])[N:11]=[CH:10][C:9]=3[CH:8]=[CH:7]2)=O)CC1.C(=O)([O-])[O-].[K+].[K+].CO. (4) Given the product [ClH:1].[C:22]([O:21][C:19](=[O:20])[CH2:18][NH:17][CH2:2][C:3]1[CH:4]=[C:5]([CH:13]=[CH:14][CH:15]=1)[C:6]([O:8][C:9]([CH3:12])([CH3:11])[CH3:10])=[O:7])([CH3:25])([CH3:24])[CH3:23], predict the reactants needed to synthesize it. The reactants are: [Cl:1][CH2:2][C:3]1[CH:4]=[C:5]([CH:13]=[CH:14][CH:15]=1)[C:6]([O:8][C:9]([CH3:12])([CH3:11])[CH3:10])=[O:7].Cl.[NH2:17][CH2:18][C:19]([O:21][C:22]([CH3:25])([CH3:24])[CH3:23])=[O:20].C(N(CC)CC)C.O. (5) Given the product [C:1]([N:5]1[C:9]([C:10]2[CH:15]=[CH:14][C:13]([O:16][CH3:17])=[CH:12][CH:11]=2)=[C:8]([C:18]2[S:20][CH:22]=[C:23]([CH2:24][C:25]([O:27][CH2:28][CH3:29])=[O:26])[N:19]=2)[CH:7]=[N:6]1)([CH3:4])([CH3:2])[CH3:3], predict the reactants needed to synthesize it. The reactants are: [C:1]([N:5]1[C:9]([C:10]2[CH:15]=[CH:14][C:13]([O:16][CH3:17])=[CH:12][CH:11]=2)=[C:8]([C:18](=[S:20])[NH2:19])[CH:7]=[N:6]1)([CH3:4])([CH3:3])[CH3:2].Cl[CH2:22][C:23](=O)[CH2:24][C:25]([O:27][CH2:28][CH3:29])=[O:26]. (6) Given the product [N:55]1([S:59]([NH:62][C:30](=[O:32])[C:29]2[CH:33]=[C:25]([Cl:24])[C:26]([CH2:35][O:36][C:37]3[CH:42]=[CH:41][C:40]([Cl:43])=[C:39]([C:44]([F:45])([F:46])[F:47])[CH:38]=3)=[CH:27][C:28]=2[F:34])(=[O:61])=[O:60])[CH2:58][CH2:57][CH2:56]1, predict the reactants needed to synthesize it. The reactants are: ClC1C(OC2C=CC(Cl)=C(C(F)(F)F)C=2)=CC(F)=C(C=1)C(O)=O.[Cl:24][C:25]1[C:26]([CH2:35][O:36][C:37]2[CH:42]=[CH:41][C:40]([Cl:43])=[C:39]([C:44]([F:47])([F:46])[F:45])[CH:38]=2)=[CH:27][C:28]([F:34])=[C:29]([CH:33]=1)[C:30]([OH:32])=O.CN(C)S(N)(=O)=O.[N:55]1([S:59]([NH2:62])(=[O:61])=[O:60])[CH2:58][CH2:57][CH2:56]1. (7) The reactants are: [CH3:1][N:2]1[CH2:6][CH2:5][CH2:4][C@@:3]1([CH2:10][O:11][Si:12]([CH:19]([CH3:21])[CH3:20])([CH:16]([CH3:18])[CH3:17])[CH:13]([CH3:15])[CH3:14])[C:7]([OH:9])=O.[F:22][C:23]1[CH:24]=[CH:25][C:26]([NH:29][NH2:30])=[N:27][CH:28]=1.CCN(C(C)C)C(C)C.CN(C(ON1N=NC2C=CC=NC1=2)=[N+](C)C)C.F[P-](F)(F)(F)(F)F. Given the product [F:22][C:23]1[CH:24]=[CH:25][C:26]([NH:29][NH:30][C:7]([C@:3]2([CH2:10][O:11][Si:12]([CH:13]([CH3:14])[CH3:15])([CH:16]([CH3:17])[CH3:18])[CH:19]([CH3:20])[CH3:21])[CH2:4][CH2:5][CH2:6][N:2]2[CH3:1])=[O:9])=[N:27][CH:28]=1, predict the reactants needed to synthesize it.